Dataset: Peptide-MHC class I binding affinity with 185,985 pairs from IEDB/IMGT. Task: Regression. Given a peptide amino acid sequence and an MHC pseudo amino acid sequence, predict their binding affinity value. This is MHC class I binding data. (1) The peptide sequence is FPLTQRDVL. The MHC is HLA-B15:01 with pseudo-sequence HLA-B15:01. The binding affinity (normalized) is 0.0847. (2) The peptide sequence is FDVRPQVPL. The MHC is HLA-B53:01 with pseudo-sequence HLA-B53:01. The binding affinity (normalized) is 0.00358. (3) The binding affinity (normalized) is 0.833. The MHC is H-2-Kb with pseudo-sequence H-2-Kb. The peptide sequence is ITIQYNLTF. (4) The peptide sequence is YTMRNVLEPF. The MHC is Mamu-A01 with pseudo-sequence Mamu-A01. The binding affinity (normalized) is 0.673. (5) The binding affinity (normalized) is 0. The MHC is HLA-B18:01 with pseudo-sequence HLA-B18:01. The peptide sequence is ATPYDINQML. (6) The peptide sequence is KLGSSIDRL. The MHC is HLA-A02:01 with pseudo-sequence HLA-A02:01. The binding affinity (normalized) is 0.474. (7) The peptide sequence is SFMPEWANF. The MHC is H-2-Kb with pseudo-sequence H-2-Kb. The binding affinity (normalized) is 0.258. (8) The peptide sequence is MKCRRPGNK. The MHC is Mamu-B03 with pseudo-sequence Mamu-B03. The binding affinity (normalized) is 0. (9) The peptide sequence is ALMEVTHVL. The MHC is HLA-A02:50 with pseudo-sequence HLA-A02:50. The binding affinity (normalized) is 1.00.